From a dataset of Forward reaction prediction with 1.9M reactions from USPTO patents (1976-2016). Predict the product of the given reaction. Given the reactants NC1C=[C:4]([NH:10]C(=O)C)[C:5]([O:8][CH3:9])=[CH:6]C=1.[CH:14]([N:17]([CH:20]([CH3:22])[CH3:21])[CH2:18]C)(C)C.COS([O:28][CH3:29])(=O)=O.[OH-].[Na+].[CH2:32](Cl)Cl, predict the reaction product. The product is: [CH3:14][N:17]([CH3:18])[C:20]1[CH:22]=[C:4]([NH:10][C:29](=[O:28])[CH3:32])[C:5]([O:8][CH3:9])=[CH:6][CH:21]=1.